From a dataset of Full USPTO retrosynthesis dataset with 1.9M reactions from patents (1976-2016). Predict the reactants needed to synthesize the given product. Given the product [CH2:1]([C@@H:5]1[NH:25][C:24](=[O:26])[O:23][CH2:22][CH2:21][CH2:20][CH:19]=[CH:18][C:17]2[CH:27]=[C:13]([CH:14]=[CH:15][CH:16]=2)[CH2:12][O:11][C@H:10]2[CH2:28][N:7]([C@H:8]([C:29]([OH:31])=[O:30])[CH2:9]2)[C:6]1=[O:33])[CH2:2][CH2:3][CH3:4], predict the reactants needed to synthesize it. The reactants are: [CH2:1]([C@@H:5]1[NH:25][C:24](=[O:26])[O:23][CH2:22][CH2:21][CH2:20][CH:19]=[CH:18][C:17]2[CH:27]=[C:13]([CH:14]=[CH:15][CH:16]=2)[CH2:12][O:11][C@H:10]2[CH2:28][N:7]([C@H:8]([C:29]([O:31]C)=[O:30])[CH2:9]2)[C:6]1=[O:33])[CH2:2][CH2:3][CH3:4].[Li+].[OH-].Cl.